From a dataset of Full USPTO retrosynthesis dataset with 1.9M reactions from patents (1976-2016). Predict the reactants needed to synthesize the given product. Given the product [F:1][C:2]1[CH:3]=[CH:4][C:5]([CH2:6][CH:7]2[CH2:8][CH2:9][N:10]([C:13](=[O:17])[C:14]([NH:27][C:26]3[CH:28]=[CH:29][C:23]([N+:20]([O-:22])=[O:21])=[CH:24][CH:25]=3)=[O:16])[CH2:11][CH2:12]2)=[CH:18][CH:19]=1, predict the reactants needed to synthesize it. The reactants are: [F:1][C:2]1[CH:19]=[CH:18][C:5]([CH2:6][CH:7]2[CH2:12][CH2:11][N:10]([C:13](=[O:17])[C:14]([OH:16])=O)[CH2:9][CH2:8]2)=[CH:4][CH:3]=1.[N+:20]([C:23]1[CH:29]=[CH:28][C:26]([NH2:27])=[CH:25][CH:24]=1)([O-:22])=[O:21].